This data is from Reaction yield outcomes from USPTO patents with 853,638 reactions. The task is: Predict the reaction yield, written as a fraction of the theoretical maximum amount of product (1.0 means a 100% yield; for example, 0.34 means a 34% yield). The reactants are [CH:1]1([C:7](=O)[CH2:8][C:9]2[CH:13]=[CH:12][S:11][CH:10]=2)[CH2:6][CH2:5][CH2:4][CH2:3][CH2:2]1.[CH2:15]([O:17][C:18]1[CH:19]=[C:20]([CH:23]=[C:24]([N+:27]([O-:29])=[O:28])[C:25]=1[OH:26])[CH:21]=O)[CH3:16].[NH2:30][C:31]([NH2:33])=[O:32].Cl. The catalyst is C(O)C. The product is [CH:1]1([C:7]2[NH:33][C:31](=[O:32])[NH:30][CH:21]([C:20]3[CH:23]=[C:24]([N+:27]([O-:29])=[O:28])[C:25]([OH:26])=[C:18]([O:17][CH2:15][CH3:16])[CH:19]=3)[C:8]=2[C:9]2[CH:13]=[CH:12][S:11][CH:10]=2)[CH2:6][CH2:5][CH2:4][CH2:3][CH2:2]1. The yield is 0.0900.